This data is from Forward reaction prediction with 1.9M reactions from USPTO patents (1976-2016). The task is: Predict the product of the given reaction. (1) Given the reactants NC1C=CC(C)=C(C(C2C=CC(NC3C=CC(C(F)(F)F)=CC=3)=CC=2Cl)=O)C=1.[Cl:29][C:30]1[CH:35]=[C:34]([NH:36][C:37]2[CH:42]=[CH:41][C:40]([F:43])=[CH:39][C:38]=2[CH3:44])[CH:33]=[CH:32][C:31]=1[C:45]([C:47]1[CH:52]=[C:51]([N+:53]([O-])=O)[CH:50]=[CH:49][C:48]=1[CH3:56])=[O:46], predict the reaction product. The product is: [NH2:53][C:51]1[CH:50]=[CH:49][C:48]([CH3:56])=[C:47]([C:45]([C:31]2[CH:32]=[CH:33][C:34]([NH:36][C:37]3[CH:42]=[CH:41][C:40]([F:43])=[CH:39][C:38]=3[CH3:44])=[CH:35][C:30]=2[Cl:29])=[O:46])[CH:52]=1. (2) Given the reactants O.[CH:2](=[O:9])[C:3]1[CH:8]=[CH:7][CH:6]=[CH:5][CH:4]=1.[CH2:10](O)[CH2:11][OH:12], predict the reaction product. The product is: [C:3]1([CH:2]2[O:12][CH2:11][CH2:10][O:9]2)[CH:8]=[CH:7][CH:6]=[CH:5][CH:4]=1. (3) The product is: [F:1][C:2]1[C:3]([CH3:18])=[C:4]([C:14]([OH:17])=[C:15]([N+:20]([O-:22])=[O:21])[CH:16]=1)[C:5]([O:7][C:8]1[CH:13]=[CH:12][CH:11]=[CH:10][CH:9]=1)=[O:6]. Given the reactants [F:1][C:2]1[C:3]([CH3:18])=[C:4]([C:14]([OH:17])=[CH:15][CH:16]=1)[C:5]([O:7][C:8]1[CH:13]=[CH:12][CH:11]=[CH:10][CH:9]=1)=[O:6].O.[N+:20]([O-])([OH:22])=[O:21], predict the reaction product. (4) Given the reactants [F:1][C:2]1[CH:7]=[CH:6][CH:5]=[CH:4][C:3]=1[F:8].C([Li])CCCCC.[Cl:16][CH2:17][C:18](Cl)=[O:19], predict the reaction product. The product is: [Cl:16][CH2:17][C:18]([C:4]1[CH:5]=[CH:6][CH:7]=[C:2]([F:1])[C:3]=1[F:8])=[O:19]. (5) Given the reactants [N:1]1([C:7]([C:9]2[CH:14]=[C:13]([C:15]([F:18])([F:17])[F:16])[CH:12]=[C:11]([N+:19]([O-:21])=[O:20])[CH:10]=2)=O)[CH2:6][CH2:5][O:4][CH2:3][CH2:2]1, predict the reaction product. The product is: [N+:19]([C:11]1[CH:10]=[C:9]([CH:14]=[C:13]([C:15]([F:18])([F:17])[F:16])[CH:12]=1)[CH2:7][N:1]1[CH2:2][CH2:3][O:4][CH2:5][CH2:6]1)([O-:21])=[O:20]. (6) The product is: [NH2:1][C:4]1[CH:9]=[CH:8][C:7]([CH2:10][N:11]2[CH:15]=[N:14][CH:13]=[N:12]2)=[CH:6][CH:5]=1. Given the reactants [N+:1]([C:4]1[CH:9]=[CH:8][C:7]([CH2:10][N:11]2[CH:15]=[N:14][CH:13]=[N:12]2)=[CH:6][CH:5]=1)([O-])=O.CO, predict the reaction product. (7) Given the reactants [C:1]1([NH:7][C:8]([N:10]2[CH2:15][CH2:14][NH:13][CH2:12][CH2:11]2)=[O:9])[CH:6]=[CH:5][CH:4]=[CH:3][CH:2]=1.[Br:16][C:17]1[CH:18]=[C:19]2[C:24](=[CH:25][CH:26]=1)[CH2:23][C:22](=O)[CH2:21][CH2:20]2, predict the reaction product. The product is: [C:1]1([NH:7][C:8]([N:10]2[CH2:15][CH2:14][N:13]([CH:22]3[CH2:21][CH2:20][C:19]4[C:24](=[CH:25][CH:26]=[C:17]([Br:16])[CH:18]=4)[CH2:23]3)[CH2:12][CH2:11]2)=[O:9])[CH:6]=[CH:5][CH:4]=[CH:3][CH:2]=1. (8) The product is: [C:1]1([S:7]([CH2:8][CH2:9][CH2:10][CH2:11][CH2:12][C:13]([C:15]2[O:16][C:17]([C:20]3[CH:25]=[CH:24][CH:23]=[CH:22][N:21]=3)=[CH:18][N:19]=2)=[O:14])=[O:34])[CH:2]=[CH:3][CH:4]=[CH:5][CH:6]=1. Given the reactants [C:1]1([S:7][CH2:8][CH2:9][CH2:10][CH2:11][CH2:12][C:13]([C:15]2[O:16][C:17]([C:20]3[CH:25]=[CH:24][CH:23]=[CH:22][N:21]=3)=[CH:18][N:19]=2)=[O:14])[CH:6]=[CH:5][CH:4]=[CH:3][CH:2]=1.C1C=C(Cl)C=C(C(OO)=[O:34])C=1, predict the reaction product.